From a dataset of Reaction yield outcomes from USPTO patents with 853,638 reactions. Predict the reaction yield, written as a fraction of the theoretical maximum amount of product (1.0 means a 100% yield; for example, 0.34 means a 34% yield). (1) The reactants are [CH3:1][C:2]([CH3:9])([CH3:8])[CH2:3][C:4](OC)=[O:5].O.[NH2:11][NH2:12]. The catalyst is CCO. The product is [CH3:1][C:2]([CH3:9])([CH3:8])[CH2:3][C:4]([NH:11][NH2:12])=[O:5]. The yield is 0.180. (2) The reactants are [CH2:1]([N:8]1[CH2:12][CH2:11][C@@H:10]2[CH2:13][NH:14][CH2:15][C@H:9]12)[C:2]1[CH:7]=[CH:6][CH:5]=[CH:4][CH:3]=1.[Cl:16][C:17]1[CH:22]=[CH:21][C:20](I)=[CH:19][N:18]=1. The product is [CH2:1]([N:8]1[CH2:12][CH2:11][C@@H:10]2[CH2:13][N:14]([C:20]3[CH:19]=[N:18][C:17]([Cl:16])=[CH:22][CH:21]=3)[CH2:15][C@H:9]12)[C:2]1[CH:7]=[CH:6][CH:5]=[CH:4][CH:3]=1. The yield is 0.650. No catalyst specified. (3) The reactants are [Br:1][C:2]1[CH:3]=[C:4]2[C:10]([C:11]3[CH:16]=[CH:15][C:14]([O:17]C4CCCCO4)=[CH:13][CH:12]=3)=[CH:9][N:8]([S:24]([C:27]3[CH:32]=[CH:31][C:30]([CH3:33])=[CH:29][CH:28]=3)(=[O:26])=[O:25])[C:5]2=[N:6][CH:7]=1.C1(S)C=CC=CC=1.Cl. The catalyst is ClCCl.CCOCC. The product is [Br:1][C:2]1[CH:3]=[C:4]2[C:10]([C:11]3[CH:16]=[CH:15][C:14]([OH:17])=[CH:13][CH:12]=3)=[CH:9][N:8]([S:24]([C:27]3[CH:32]=[CH:31][C:30]([CH3:33])=[CH:29][CH:28]=3)(=[O:25])=[O:26])[C:5]2=[N:6][CH:7]=1. The yield is 0.810. (4) The reactants are [CH2:1]([OH:8])[C:2]1[CH:7]=[CH:6][CH:5]=[CH:4][CH:3]=1.C(N(CC)CC)C.[C:16](Cl)(=[O:19])[CH:17]=[CH2:18]. The product is [CH2:1]([O:8][C:16](=[O:19])[CH:17]=[CH2:18])[C:2]1[CH:7]=[CH:6][CH:5]=[CH:4][CH:3]=1. The yield is 0.640. The catalyst is CN(C)C1C=CN=CC=1.ClCCl.